From a dataset of Forward reaction prediction with 1.9M reactions from USPTO patents (1976-2016). Predict the product of the given reaction. (1) Given the reactants [CH3:1][O:2][C:3]1[CH:4]=[CH:5][C:6]([OH:12])=[C:7]([C:9](=[O:11])[CH3:10])[CH:8]=1.[N+:13]([C:16]1[CH:24]=[CH:23][C:19]([C:20](Cl)=[O:21])=[CH:18][CH:17]=1)([O-:15])=[O:14].Cl, predict the reaction product. The product is: [C:9]([C:7]1[CH:8]=[C:3]([O:2][CH3:1])[CH:4]=[CH:5][C:6]=1[O:12][C:20](=[O:21])[C:19]1[CH:18]=[CH:17][C:16]([N+:13]([O-:15])=[O:14])=[CH:24][CH:23]=1)(=[O:11])[CH3:10]. (2) Given the reactants [OH:1][C@@H:2]([C:16]1[CH:21]=[CH:20][C:19](/[C:22](=[N:24]/[OH:25])/[NH2:23])=[CH:18][CH:17]=1)[CH2:3][N:4]1[CH2:9][CH2:8][CH2:7][C@H:6]([CH2:10][C:11]([O:13][CH2:14][CH3:15])=[O:12])[CH2:5]1.C(=O)(O)[O-].[Na+].Cl.NO, predict the reaction product. The product is: [OH:1][CH:2]([C:16]1[CH:17]=[CH:18][C:19](/[C:22](=[N:24]/[OH:25])/[NH2:23])=[CH:20][CH:21]=1)[CH2:3][N:4]1[CH2:9][CH2:8][CH2:7][C@H:6]([CH2:10][C:11]([O:13][CH2:14][CH3:15])=[O:12])[CH2:5]1. (3) Given the reactants [OH:1][CH:2]1[CH2:7][CH2:6][N:5]([C:8]([N:10]2[CH2:15][CH:14]([C:16]3[CH:21]=[CH:20][C:19]([O:22][C:23]([F:26])([F:25])[F:24])=[CH:18][CH:17]=3)[CH2:13][CH:12]([C:27](O)=[O:28])[CH2:11]2)=[O:9])[CH2:4][CH2:3]1.O[N:31]=[C:32]([NH2:36])[CH:33]([CH3:35])[CH3:34], predict the reaction product. The product is: [OH:1][CH:2]1[CH2:3][CH2:4][N:5]([C:8]([N:10]2[CH2:15][CH:14]([C:16]3[CH:17]=[CH:18][C:19]([O:22][C:23]([F:24])([F:25])[F:26])=[CH:20][CH:21]=3)[CH2:13][CH:12]([C:27]3[O:28][N:36]=[C:32]([CH:33]([CH3:35])[CH3:34])[N:31]=3)[CH2:11]2)=[O:9])[CH2:6][CH2:7]1. (4) Given the reactants CS(O[CH:6]1[CH2:9][N:8]([C:10]2[S:11][CH:12]=[C:13]([C:15]([N:17]3[CH2:21][CH2:20][CH2:19][CH2:18]3)=[O:16])[N:14]=2)[CH2:7]1)(=O)=O.[C:22]([O-:25])(=[S:24])[CH3:23].[K+], predict the reaction product. The product is: [C:22]([S:24][CH:6]1[CH2:7][N:8]([C:10]2[S:11][CH:12]=[C:13]([C:15]([N:17]3[CH2:18][CH2:19][CH2:20][CH2:21]3)=[O:16])[N:14]=2)[CH2:9]1)(=[O:25])[CH3:23]. (5) Given the reactants [Br:1][C:2]1[CH:3]=[C:4]([C:11]([N:13]2[CH2:18][CH2:17][O:16][C:15]3[N:19]=[CH:20][C:21]([C:23]4[CH:28]=[CH:27][C:26]([O:29][C:30]([F:33])([F:32])[F:31])=[CH:25][CH:24]=4)=[CH:22][C:14]2=3)=[O:12])[CH:5]=[C:6]([Br:10])[C:7]=1[O:8]C.[Br-].[Li+].N1CCNCC1, predict the reaction product. The product is: [Br:10][C:6]1[CH:5]=[C:4]([C:11]([N:13]2[CH2:18][CH2:17][O:16][C:15]3[N:19]=[CH:20][C:21]([C:23]4[CH:24]=[CH:25][C:26]([O:29][C:30]([F:31])([F:33])[F:32])=[CH:27][CH:28]=4)=[CH:22][C:14]2=3)=[O:12])[CH:3]=[C:2]([Br:1])[C:7]=1[OH:8].